Dataset: NCI-60 drug combinations with 297,098 pairs across 59 cell lines. Task: Regression. Given two drug SMILES strings and cell line genomic features, predict the synergy score measuring deviation from expected non-interaction effect. (1) Drug 1: CC(C1=C(C=CC(=C1Cl)F)Cl)OC2=C(N=CC(=C2)C3=CN(N=C3)C4CCNCC4)N. Drug 2: CC1C(C(CC(O1)OC2CC(CC3=C2C(=C4C(=C3O)C(=O)C5=C(C4=O)C(=CC=C5)OC)O)(C(=O)C)O)N)O.Cl. Cell line: BT-549. Synergy scores: CSS=23.7, Synergy_ZIP=8.22, Synergy_Bliss=12.8, Synergy_Loewe=-9.31, Synergy_HSA=8.97. (2) Drug 1: COC1=NC(=NC2=C1N=CN2C3C(C(C(O3)CO)O)O)N. Drug 2: CS(=O)(=O)OCCCCOS(=O)(=O)C. Cell line: TK-10. Synergy scores: CSS=2.53, Synergy_ZIP=1.25, Synergy_Bliss=2.77, Synergy_Loewe=-1.23, Synergy_HSA=-0.824. (3) Drug 1: CC1=C(C=C(C=C1)NC2=NC=CC(=N2)N(C)C3=CC4=NN(C(=C4C=C3)C)C)S(=O)(=O)N.Cl. Drug 2: CC1=C(C(=O)C2=C(C1=O)N3CC4C(C3(C2COC(=O)N)OC)N4)N. Cell line: EKVX. Synergy scores: CSS=4.75, Synergy_ZIP=1.62, Synergy_Bliss=2.95, Synergy_Loewe=-1.52, Synergy_HSA=0.963. (4) Drug 1: CC1=CC=C(C=C1)C2=CC(=NN2C3=CC=C(C=C3)S(=O)(=O)N)C(F)(F)F. Drug 2: COC1=NC(=NC2=C1N=CN2C3C(C(C(O3)CO)O)O)N. Cell line: U251. Synergy scores: CSS=2.45, Synergy_ZIP=0.775, Synergy_Bliss=-2.71, Synergy_Loewe=3.18, Synergy_HSA=-0.169. (5) Drug 2: CC1C(C(CC(O1)OC2CC(OC(C2O)C)OC3=CC4=CC5=C(C(=O)C(C(C5)C(C(=O)C(C(C)O)O)OC)OC6CC(C(C(O6)C)O)OC7CC(C(C(O7)C)O)OC8CC(C(C(O8)C)O)(C)O)C(=C4C(=C3C)O)O)O)O. Cell line: HS 578T. Drug 1: C1=CC(=CC=C1CCCC(=O)O)N(CCCl)CCCl. Synergy scores: CSS=49.1, Synergy_ZIP=9.28, Synergy_Bliss=14.2, Synergy_Loewe=14.0, Synergy_HSA=14.0. (6) Drug 1: CNC(=O)C1=NC=CC(=C1)OC2=CC=C(C=C2)NC(=O)NC3=CC(=C(C=C3)Cl)C(F)(F)F. Drug 2: C1=NC2=C(N1)C(=S)N=CN2. Cell line: NCI-H522. Synergy scores: CSS=62.2, Synergy_ZIP=-3.16, Synergy_Bliss=0.366, Synergy_Loewe=1.80, Synergy_HSA=3.81. (7) Drug 1: C1CCN(CC1)CCOC2=CC=C(C=C2)C(=O)C3=C(SC4=C3C=CC(=C4)O)C5=CC=C(C=C5)O. Drug 2: CN(C(=O)NC(C=O)C(C(C(CO)O)O)O)N=O. Cell line: LOX IMVI. Synergy scores: CSS=6.48, Synergy_ZIP=-6.52, Synergy_Bliss=-7.91, Synergy_Loewe=-4.86, Synergy_HSA=-4.64. (8) Drug 1: CC(CN1CC(=O)NC(=O)C1)N2CC(=O)NC(=O)C2. Drug 2: C1CCC(C(C1)N)N.C(=O)(C(=O)[O-])[O-].[Pt+4]. Cell line: TK-10. Synergy scores: CSS=12.2, Synergy_ZIP=-6.17, Synergy_Bliss=-3.36, Synergy_Loewe=-2.77, Synergy_HSA=-1.44.